From a dataset of Catalyst prediction with 721,799 reactions and 888 catalyst types from USPTO. Predict which catalyst facilitates the given reaction. (1) Product: [C:19]([S:23][CH2:24][C:8]([CH3:7])([C:9]([O:11][CH2:12][CH3:13])=[O:10])[C:14]([O:16][CH2:17][CH3:18])=[O:15])([CH3:22])([CH3:21])[CH3:20]. The catalyst class is: 359. Reactant: CC(C)([O-])C.[K+].[CH3:7][CH:8]([C:14]([O:16][CH2:17][CH3:18])=[O:15])[C:9]([O:11][CH2:12][CH3:13])=[O:10].[C:19]([S:23][CH2:24]Cl)([CH3:22])([CH3:21])[CH3:20].Cl. (2) Reactant: [Si:1]([O:8][C@@H:9]([C:25]1[CH:30]=[CH:29][CH:28]=[CH:27][C:26]=1[C:31]1[CH:36]=[CH:35][C:34]([Cl:37])=[CH:33][CH:32]=1)[CH:10]1[CH2:15][CH2:14][N:13]([C:16]2[CH:24]=[CH:23][C:19]([C:20](O)=[O:21])=[CH:18][CH:17]=2)[CH2:12][CH2:11]1)([C:4]([CH3:7])([CH3:6])[CH3:5])([CH3:3])[CH3:2].[P:38]([O:50][CH2:51][CH2:52][N:53]1[CH2:58][CH2:57][N:56]([CH2:59][CH2:60][C@@H:61]([NH:70][C:71]2[CH:76]=[CH:75][C:74]([S:77](=[O:80])(=[O:79])[NH2:78])=[CH:73][C:72]=2[S:81]([C:84]([F:87])([F:86])[F:85])(=[O:83])=[O:82])[CH2:62][S:63][C:64]2[CH:69]=[CH:68][CH:67]=[CH:66][CH:65]=2)[CH2:55][CH2:54]1)([O:45][C:46]([CH3:49])([CH3:48])[CH3:47])([O:40][C:41]([CH3:44])([CH3:43])[CH3:42])=[O:39].C(Cl)CCl. Product: [P:38]([O:50][CH2:51][CH2:52][N:53]1[CH2:58][CH2:57][N:56]([CH2:59][CH2:60][C@@H:61]([NH:70][C:71]2[CH:76]=[CH:75][C:74]([S:77](=[O:79])(=[O:80])[NH:78][C:20](=[O:21])[C:19]3[CH:18]=[CH:17][C:16]([N:13]4[CH2:12][CH2:11][CH:10]([C@@H:9]([O:8][Si:1]([C:4]([CH3:6])([CH3:5])[CH3:7])([CH3:2])[CH3:3])[C:25]5[CH:30]=[CH:29][CH:28]=[CH:27][C:26]=5[C:31]5[CH:32]=[CH:33][C:34]([Cl:37])=[CH:35][CH:36]=5)[CH2:15][CH2:14]4)=[CH:24][CH:23]=3)=[CH:73][C:72]=2[S:81]([C:84]([F:87])([F:86])[F:85])(=[O:83])=[O:82])[CH2:62][S:63][C:64]2[CH:69]=[CH:68][CH:67]=[CH:66][CH:65]=2)[CH2:55][CH2:54]1)([O:45][C:46]([CH3:47])([CH3:48])[CH3:49])([O:40][C:41]([CH3:43])([CH3:42])[CH3:44])=[O:39]. The catalyst class is: 79. (3) Reactant: [C:1]1([CH:7]([C:29]2[CH:34]=[CH:33][CH:32]=[CH:31][CH:30]=2)[N:8]2[C:12]3=[N:13][CH:14]=[CH:15][CH:16]=[C:11]3[CH:10]([C:17]3[C:26]([OH:27])=[CH:25][C:20]4[O:21][CH2:22][CH2:23][O:24][C:19]=4[CH:18]=3)[C:9]2=[O:28])[CH:6]=[CH:5][CH:4]=[CH:3][CH:2]=1.Cl[CH2:36]I.C(=O)([O-])[O-].[Cs+].[Cs+]. Product: [C:29]1([CH:7]([C:1]2[CH:2]=[CH:3][CH:4]=[CH:5][CH:6]=2)[N:8]2[C:12]3=[N:13][CH:14]=[CH:15][CH:16]=[C:11]3[C:10]3([C:17]4[C:26](=[CH:25][C:20]5[O:21][CH2:22][CH2:23][O:24][C:19]=5[CH:18]=4)[O:27][CH2:36]3)[C:9]2=[O:28])[CH:30]=[CH:31][CH:32]=[CH:33][CH:34]=1. The catalyst class is: 9. (4) Reactant: F[C:2]1[CH:7]=[CH:6][C:5]([N+:8]([O-:10])=[O:9])=[CH:4][CH:3]=1.[CH3:11][C:12]([C:14]1[CH:15]=[CH:16][C:17]([OH:20])=[CH:18][CH:19]=1)=[O:13].C(=O)([O-])[O-].[K+].[K+]. Product: [N+:8]([C:5]1[CH:6]=[CH:7][C:2]([O:20][C:17]2[CH:18]=[CH:19][C:14]([C:12](=[O:13])[CH3:11])=[CH:15][CH:16]=2)=[CH:3][CH:4]=1)([O-:10])=[O:9]. The catalyst class is: 31. (5) Reactant: [CH:1]12[N:8]([C:9]3[C:10]4[C:32]([C:33]5[CH:38]=[CH:37][CH:36]=[CH:35][CH:34]=5)=[CH:31][S:30][C:11]=4[N:12]=[C:13]([O:15][CH:16]4[CH2:21][CH:20]5[CH2:22][CH:17]4[CH2:18][N:19]5C(OC(C)(C)C)=O)[N:14]=3)[CH:5]([CH2:6][CH2:7]1)[CH2:4][O:3][CH2:2]2. Product: [CH:20]12[CH2:22][CH:17]([CH:16]([O:15][C:13]3[N:14]=[C:9]([N:8]4[CH:1]5[CH2:7][CH2:6][CH:5]4[CH2:4][O:3][CH2:2]5)[C:10]4[C:32]([C:33]5[CH:34]=[CH:35][CH:36]=[CH:37][CH:38]=5)=[CH:31][S:30][C:11]=4[N:12]=3)[CH2:21]1)[CH2:18][NH:19]2. The catalyst class is: 557. (6) Reactant: [OH:1][C:2]1[CH:7]=[CH:6][CH:5]=[CH:4][C:3]=1[C:8](=[O:10])[CH3:9].N1CCCC1.[C:16]([C:20]1[CH:34]=[CH:33][C:23]([C:24]([N:26]2[CH2:31][CH2:30][C:29](=O)[CH2:28][CH2:27]2)=[O:25])=[CH:22][C:21]=1[O:35][CH3:36])([CH3:19])([CH3:18])[CH3:17]. Product: [C:16]([C:20]1[CH:34]=[CH:33][C:23]([C:24]([N:26]2[CH2:31][CH2:30][C:29]3([CH2:9][C:8](=[O:10])[C:3]4[C:2](=[CH:7][CH:6]=[CH:5][CH:4]=4)[O:1]3)[CH2:28][CH2:27]2)=[O:25])=[CH:22][C:21]=1[O:35][CH3:36])([CH3:19])([CH3:17])[CH3:18]. The catalyst class is: 5. (7) Reactant: S(Cl)(Cl)=O.[NH:5]([C:10]([CH2:12][CH2:13][CH2:14][CH2:15][CH2:16][CH2:17][CH2:18][CH2:19][CH2:20][CH2:21][CH2:22][CH2:23][CH2:24][CH2:25][CH3:26])=[O:11])[CH2:6][C:7]([OH:9])=O.[NH2:27][C@H:28]([C:35]([OH:37])=[O:36])[CH2:29][C:30]1[N:34]=[CH:33][NH:32][CH:31]=1.C(N(CC)CC)C. Product: [NH:5]([C:10]([CH2:12][CH2:13][CH2:14][CH2:15][CH2:16][CH2:17][CH2:18][CH2:19][CH2:20][CH2:21][CH2:22][CH2:23][CH2:24][CH2:25][CH3:26])=[O:11])[CH2:6][C:7]([NH:27][C@H:28]([C:35]([OH:37])=[O:36])[CH2:29][C:30]1[N:34]=[CH:33][NH:32][CH:31]=1)=[O:9]. The catalyst class is: 11. (8) Reactant: [O:1]=[C:2]1[CH:7]([C:8]2[CH:13]=[CH:12][CH:11]=[CH:10][CH:9]=2)[CH2:6][CH2:5][CH2:4][N:3]1[CH2:14][C:15]([OH:17])=O.Cl.[F:19][C:20]1[CH:21]=[C:22]2[C:26](=[CH:27][CH:28]=1)[CH2:25][NH:24][CH2:23]2.C(N=C=NCCCN(C)C)C. Product: [F:19][C:20]1[CH:21]=[C:22]2[C:26](=[CH:27][CH:28]=1)[CH2:25][N:24]([C:15](=[O:17])[CH2:14][N:3]1[CH2:4][CH2:5][CH2:6][CH:7]([C:8]3[CH:9]=[CH:10][CH:11]=[CH:12][CH:13]=3)[C:2]1=[O:1])[CH2:23]2. The catalyst class is: 4. (9) Reactant: Cl.[NH2:2][C@H:3]([C:8]([N:10]1[CH2:14][CH2:13][CH2:12][C@H:11]1[C:15]#[N:16])=[O:9])[C@H:4]([CH2:6][CH3:7])[CH3:5].[C:17](=O)([O:25]C1C=CC([N+]([O-])=O)=CC=1)[O:18][CH:19]([O:21][C:22](=[O:24])[CH3:23])[CH3:20].C(N(CC)CC)C. Product: [C:22]([O:21][CH:19]([O:18][C:17]([NH:2][C@H:3]([C:8]([N:10]1[CH2:14][CH2:13][CH2:12][C@H:11]1[C:15]#[N:16])=[O:9])[C@H:4]([CH2:6][CH3:7])[CH3:5])=[O:25])[CH3:20])(=[O:24])[CH3:23]. The catalyst class is: 4. (10) Reactant: [CH3:1][O:2][C:3]1[C:16]2[C:15]3[NH:14][CH2:13][CH2:12][CH2:11][C:10]=3[C:9](=[O:17])[N:8]([CH2:18][O:19][CH3:20])[C:7]=2[CH:6]=[C:5](/[CH:21]=[N:22]/[N:23]2[CH2:28][CH2:27][O:26][CH2:25][CH2:24]2)[CH:4]=1.C([BH3-])#N.[Na+].CO.Cl. Product: [CH3:1][O:2][C:3]1[C:16]2[C:15]3[NH:14][CH2:13][CH2:12][CH2:11][C:10]=3[C:9](=[O:17])[N:8]([CH2:18][O:19][CH3:20])[C:7]=2[CH:6]=[C:5]([CH2:21][NH:22][N:23]2[CH2:24][CH2:25][O:26][CH2:27][CH2:28]2)[CH:4]=1. The catalyst class is: 7.